This data is from Full USPTO retrosynthesis dataset with 1.9M reactions from patents (1976-2016). The task is: Predict the reactants needed to synthesize the given product. (1) Given the product [NH2:27][CH:12]([C:7]1[CH:8]=[CH:9][CH:10]=[CH:11][C:6]=1[N:5]([CH3:17])[S:2]([CH3:1])(=[O:4])=[O:3])[CH3:13], predict the reactants needed to synthesize it. The reactants are: [CH3:1][S:2]([N:5]([CH3:17])[C:6]1[CH:11]=[CH:10][CH:9]=[CH:8][C:7]=1[CH:12](C)[C:13](O)=O)(=[O:4])=[O:3].C1C=CC(OP(OC2C=CC=CC=2)([N:27]=[N+]=[N-])=O)=CC=1.C(N(CC)CC)C.Cl.C(O)(C)(C)C.FC(F)(F)C(O)=O. (2) Given the product [CH2:29]([O:28][C:26]([C:19]1[C:20]2[C:25](=[CH:24][CH:23]=[CH:22][CH:21]=2)[N:17]([C:8]2[CH:16]=[CH:15][CH:14]=[CH:13][C:9]=2[C:10]([OH:12])=[O:11])[N:18]=1)=[O:27])[CH3:30], predict the reactants needed to synthesize it. The reactants are: C(=O)([O-])[O-].[K+].[K+].I[C:8]1[CH:16]=[CH:15][CH:14]=[CH:13][C:9]=1[C:10]([OH:12])=[O:11].[NH:17]1[C:25]2[C:20](=[CH:21][CH:22]=[CH:23][CH:24]=2)[C:19]([C:26]([O:28][CH2:29][CH3:30])=[O:27])=[N:18]1.Cl. (3) Given the product [F:1][C:2]1[CH:7]=[CH:6][C:5]([C:8]2[C:13]([C:14]3[CH:15]=[N:16][C:17]([CH2:20][NH2:21])=[CH:18][CH:19]=3)=[CH:12][CH:11]=[CH:10][N:9]=2)=[CH:4][C:3]=1[CH3:22], predict the reactants needed to synthesize it. The reactants are: [F:1][C:2]1[CH:7]=[CH:6][C:5]([C:8]2[C:13]([C:14]3[CH:15]=[N:16][C:17]([C:20]#[N:21])=[CH:18][CH:19]=3)=[CH:12][CH:11]=[CH:10][N:9]=2)=[CH:4][C:3]=1[CH3:22].Cl. (4) Given the product [OH2:10].[CH2:1]([C:4]1[C:9]([O:10][CH2:11][CH2:12][CH2:13][O:14][C:15]2[CH:20]=[C:19]([OH:21])[C:18]([C:22]3[CH:27]=[CH:26][C:25]([F:28])=[CH:24][CH:23]=3)=[CH:17][C:16]=2[CH2:29][CH3:30])=[CH:8][CH:7]=[CH:6][C:5]=1[S:31]([C:33]1[CH:41]=[CH:40][CH:39]=[CH:38][C:34]=1[C:35]([OH:37])=[O:36])(=[O:47])=[O:32])[CH2:2][CH3:3], predict the reactants needed to synthesize it. The reactants are: [CH2:1]([C:4]1[C:9]([O:10][CH2:11][CH2:12][CH2:13][O:14][C:15]2[CH:20]=[C:19]([OH:21])[C:18]([C:22]3[CH:27]=[CH:26][C:25]([F:28])=[CH:24][CH:23]=3)=[CH:17][C:16]=2[CH2:29][CH3:30])=[CH:8][CH:7]=[CH:6][C:5]=1[S:31]([C:33]1[CH:41]=[CH:40][CH:39]=[CH:38][C:34]=1[C:35]([OH:37])=[O:36])=[O:32])[CH2:2][CH3:3].ClC1C=C(C=CC=1)C(OO)=[O:47]. (5) Given the product [CH2:1]([O:3][C:4]([N:6]1[CH2:7][CH2:8][N:9]([C:12](=[O:39])[C@@H:13]([NH:18][C:19]([C:21]2[CH:26]=[C:25]([O:27][CH:28]3[CH2:29][CH2:30][CH2:31][CH2:32]3)[N:24]=[C:23]([C:33]3[CH:38]=[CH:37][CH:36]=[CH:35][CH:34]=3)[N:22]=2)=[O:20])[CH2:14][C:15]#[N:16])[CH2:10][CH2:11]1)=[O:5])[CH3:2], predict the reactants needed to synthesize it. The reactants are: [CH2:1]([O:3][C:4]([N:6]1[CH2:11][CH2:10][N:9]([C:12](=[O:39])[C@@H:13]([NH:18][C:19]([C:21]2[CH:26]=[C:25]([O:27][CH:28]3[CH2:32][CH2:31][CH2:30][CH2:29]3)[N:24]=[C:23]([C:33]3[CH:38]=[CH:37][CH:36]=[CH:35][CH:34]=3)[N:22]=2)=[O:20])[CH2:14][C:15](=O)[NH2:16])[CH2:8][CH2:7]1)=[O:5])[CH3:2].CC[N+](S(N=C(OC)[O-])(=O)=O)(CC)CC. (6) The reactants are: [C:1]([O:5][C:6](=[O:34])[NH:7][CH2:8][CH2:9][CH2:10][NH:11][CH:12]([C:16]1[N:21]([CH2:22][C:23]2[CH:28]=[CH:27][CH:26]=[CH:25][CH:24]=2)[C:20](=[O:29])[C:19]2=[CH:30][CH:31]=[C:32]([Cl:33])[N:18]2[N:17]=1)[CH:13]1[CH2:15][CH2:14]1)([CH3:4])([CH3:3])[CH3:2].CCN(CC)CC.[C:42]1([CH3:51])[CH:47]=[CH:46][C:45]([C:48](Cl)=[O:49])=[CH:44][CH:43]=1. Given the product [C:1]([O:5][C:6](=[O:34])[NH:7][CH2:8][CH2:9][CH2:10][N:11]([CH:12]([C:16]1[N:21]([CH2:22][C:23]2[CH:24]=[CH:25][CH:26]=[CH:27][CH:28]=2)[C:20](=[O:29])[C:19]2=[CH:30][CH:31]=[C:32]([Cl:33])[N:18]2[N:17]=1)[CH:13]1[CH2:14][CH2:15]1)[C:48](=[O:49])[C:45]1[CH:46]=[CH:47][C:42]([CH3:51])=[CH:43][CH:44]=1)([CH3:4])([CH3:2])[CH3:3], predict the reactants needed to synthesize it.